From a dataset of Reaction yield outcomes from USPTO patents with 853,638 reactions. Predict the reaction yield, written as a fraction of the theoretical maximum amount of product (1.0 means a 100% yield; for example, 0.34 means a 34% yield). The reactants are [C:1]([C:3]1[C:4]([C:29]2[CH:34]=[CH:33][C:32]([OH:35])=[CH:31][CH:30]=2)=[N:5][N:6]2[CH:11]([C:12]3[CH:17]=[CH:16][CH:15]=[CH:14][C:13]=3[NH:18][C:19](=[O:28])[O:20][CH2:21][C:22]3[CH:27]=[CH:26][CH:25]=[CH:24][CH:23]=3)[CH2:10][CH2:9][NH:8][C:7]=12)#[N:2].[F:36][C:37]1[CH:42]=[CH:41][C:40](B(O)O)=[CH:39][CH:38]=1.CO. The catalyst is C(Cl)Cl.[Cl-].[Na+].O.CC([O-])=O.CC([O-])=O.[Cu+2]. The product is [C:1]([C:3]1[C:4]([C:29]2[CH:30]=[CH:31][C:32]([O:35][C:40]3[CH:41]=[CH:42][C:37]([F:36])=[CH:38][CH:39]=3)=[CH:33][CH:34]=2)=[N:5][N:6]2[CH:11]([C:12]3[CH:17]=[CH:16][CH:15]=[CH:14][C:13]=3[NH:18][C:19](=[O:28])[O:20][CH2:21][C:22]3[CH:27]=[CH:26][CH:25]=[CH:24][CH:23]=3)[CH2:10][CH2:9][NH:8][C:7]=12)#[N:2]. The yield is 0.750.